This data is from Peptide-MHC class I binding affinity with 185,985 pairs from IEDB/IMGT. The task is: Regression. Given a peptide amino acid sequence and an MHC pseudo amino acid sequence, predict their binding affinity value. This is MHC class I binding data. (1) The peptide sequence is CAPPGYALL. The MHC is Mamu-A02 with pseudo-sequence Mamu-A02. The binding affinity (normalized) is 0.0688. (2) The peptide sequence is AYNSSEATTPV. The MHC is Patr-A0901 with pseudo-sequence Patr-A0901. The binding affinity (normalized) is 0.371. (3) The peptide sequence is LVTARQKLK. The MHC is HLA-A02:11 with pseudo-sequence HLA-A02:11. The binding affinity (normalized) is 0.0847. (4) The peptide sequence is LRLTVWGTKNL. The MHC is Mamu-A07 with pseudo-sequence Mamu-A07. The binding affinity (normalized) is 0. (5) The peptide sequence is LTAALLLLV. The MHC is HLA-A02:06 with pseudo-sequence HLA-A02:06. The binding affinity (normalized) is 0.878. (6) The peptide sequence is NAKVGDDVK. The MHC is HLA-A68:01 with pseudo-sequence HLA-A68:01. The binding affinity (normalized) is 0.430. (7) The peptide sequence is RHDITGFIL. The MHC is HLA-A02:03 with pseudo-sequence HLA-A02:03. The binding affinity (normalized) is 0.0847.